Task: Regression. Given a peptide amino acid sequence and an MHC pseudo amino acid sequence, predict their binding affinity value. This is MHC class II binding data.. Dataset: Peptide-MHC class II binding affinity with 134,281 pairs from IEDB (1) The peptide sequence is QKFVDTILSENGVVA. The MHC is DRB5_0101 with pseudo-sequence DRB5_0101. The binding affinity (normalized) is 0.472. (2) The binding affinity (normalized) is 0.263. The peptide sequence is RVPLTSNNGIKQQGI. The MHC is DRB1_0405 with pseudo-sequence DRB1_0405.